Task: Regression. Given a peptide amino acid sequence and an MHC pseudo amino acid sequence, predict their binding affinity value. This is MHC class I binding data.. Dataset: Peptide-MHC class I binding affinity with 185,985 pairs from IEDB/IMGT The peptide sequence is STMPLSWMY. The MHC is BoLA-T2a with pseudo-sequence BoLA-T2a. The binding affinity (normalized) is 0.289.